This data is from Reaction yield outcomes from USPTO patents with 853,638 reactions. The task is: Predict the reaction yield, written as a fraction of the theoretical maximum amount of product (1.0 means a 100% yield; for example, 0.34 means a 34% yield). (1) The reactants are [CH2:1]([O:4][N:5]1[C:11](=[O:12])[N:10]2[CH2:13][C@H:6]1[C:7]([CH3:23])=[CH:8][C@H:9]2[CH2:14][O:15][Si](C(C)(C)C)(C)C)[CH:2]=[CH2:3].[F-].C([N+](CCCC)(CCCC)CCCC)CCC. The catalyst is C1COCC1. The product is [CH2:1]([O:4][N:5]1[C:11](=[O:12])[N:10]2[CH2:13][C@H:6]1[C:7]([CH3:23])=[CH:8][C@H:9]2[CH2:14][OH:15])[CH:2]=[CH2:3]. The yield is 0.920. (2) The reactants are C([O-])([O-])=O.[K+].[K+].Br[CH2:8][C:9]([C:11]1[C:16]([CH3:17])=[CH:15][C:14]([CH3:18])=[CH:13][C:12]=1[CH3:19])=[O:10].[OH:20][C:21]1[CH:22]=[CH:23][C:24]([CH3:27])=[N:25][CH:26]=1. The catalyst is CC(C)=O. The product is [CH3:27][C:24]1[N:25]=[CH:26][C:21]([O:20][CH2:8][C:9]([C:11]2[C:16]([CH3:17])=[CH:15][C:14]([CH3:18])=[CH:13][C:12]=2[CH3:19])=[O:10])=[CH:22][CH:23]=1. The yield is 0.570. (3) The catalyst is ClC(Cl)C(O)=O.ClC(Cl)C. The reactants are [F:1][C:2]1[CH:27]=[C:26]([F:28])[CH:25]=[CH:24][C:3]=1[CH2:4][O:5][C:6]1[CH:11]=[C:10]([CH3:12])[N:9]([C:13]2[CH:14]=[C:15]([CH:19]=[CH:20][C:21]=2[CH3:22])[C:16]([OH:18])=[O:17])[C:8](=[O:23])[CH:7]=1.C1C(=O)N([Cl:36])C(=O)C1. The yield is 0.520. The product is [Cl:36][C:7]1[C:8](=[O:23])[N:9]([C:13]2[CH:14]=[C:15]([CH:19]=[CH:20][C:21]=2[CH3:22])[C:16]([OH:18])=[O:17])[C:10]([CH3:12])=[CH:11][C:6]=1[O:5][CH2:4][C:3]1[CH:24]=[CH:25][C:26]([F:28])=[CH:27][C:2]=1[F:1]. (4) The reactants are [OH:1][C:2]1[CH:7]=[CH:6][CH:5]=[CH:4][C:3]=1[C:8](=[O:17])[CH2:9][C:10]([O:12][C:13]([CH3:16])([CH3:15])[CH3:14])=[O:11].[Br:18][C:19]1[CH:26]=[CH:25][C:22]([CH:23]=O)=[CH:21][CH:20]=1.N1CCCCC1.C(O)(=O)C. The catalyst is C1C=CC=CC=1. The product is [Br:18][C:19]1[CH:26]=[CH:25][C:22](/[CH:23]=[C:9](\[C:8]([C:3]2[CH:4]=[CH:5][CH:6]=[CH:7][C:2]=2[OH:1])=[O:17])/[C:10]([O:12][C:13]([CH3:14])([CH3:16])[CH3:15])=[O:11])=[CH:21][CH:20]=1. The yield is 0.570. (5) The reactants are [N+:1]([C:4]1[CH:9]=[CH:8][C:7]([C:10]2[CH:15]=[CH:14][C:13]([C:16](=[O:27])[CH2:17][C:18]3([C:23]([O:25][CH3:26])=[O:24])[CH2:22][CH2:21][CH2:20][CH2:19]3)=[CH:12][CH:11]=2)=[CH:6][CH:5]=1)([O-])=O.Cl. The catalyst is C(O)C.[Fe]. The product is [NH2:1][C:4]1[CH:5]=[CH:6][C:7]([C:10]2[CH:15]=[CH:14][C:13]([C:16](=[O:27])[CH2:17][C:18]3([C:23]([O:25][CH3:26])=[O:24])[CH2:22][CH2:21][CH2:20][CH2:19]3)=[CH:12][CH:11]=2)=[CH:8][CH:9]=1. The yield is 0.760. (6) The reactants are [Br:1][C:2]1[CH:3]=[C:4]([CH:21]=[C:22]([C:24]([F:27])([F:26])[F:25])[CH:23]=1)[C:5]([N:7]([CH2:9][C@H:10]([C:14]1[CH:19]=[CH:18][C:17]([F:20])=[CH:16][CH:15]=1)[CH2:11][CH:12]=C)[CH3:8])=[O:6].C[N+]1([O-])CC[O:32]CC1.OS([O-])=O.[Na+]. The catalyst is CC(C)=O.O.O=[Os](=O)(=O)=O. The product is [Br:1][C:2]1[CH:3]=[C:4]([CH:21]=[C:22]([C:24]([F:27])([F:26])[F:25])[CH:23]=1)[C:5]([N:7]([CH2:9][C@H:10]([C:14]1[CH:19]=[CH:18][C:17]([F:20])=[CH:16][CH:15]=1)[CH2:11][CH:12]=[O:32])[CH3:8])=[O:6]. The yield is 0.900. (7) The reactants are [CH2:1]([C:3]1[O:7][C:6]([C:8]([O:10]C)=[O:9])=[CH:5][C:4]=1[C:12]1[N:16]([CH3:17])[N:15]=[CH:14][CH:13]=1)[CH3:2].[Cl:18]N1C(=O)CCC1=O.[OH-].[Na+]. The catalyst is O1CCCC1. The product is [Cl:18][C:13]1[CH:14]=[N:15][N:16]([CH3:17])[C:12]=1[C:4]1[CH:5]=[C:6]([C:8]([OH:10])=[O:9])[O:7][C:3]=1[CH2:1][CH3:2]. The yield is 0.628.